This data is from NCI-60 drug combinations with 297,098 pairs across 59 cell lines. The task is: Regression. Given two drug SMILES strings and cell line genomic features, predict the synergy score measuring deviation from expected non-interaction effect. (1) Drug 1: C1=NC2=C(N=C(N=C2N1C3C(C(C(O3)CO)O)O)F)N. Drug 2: C(CCl)NC(=O)N(CCCl)N=O. Cell line: DU-145. Synergy scores: CSS=17.9, Synergy_ZIP=-4.96, Synergy_Bliss=3.14, Synergy_Loewe=0.540, Synergy_HSA=5.50. (2) Drug 1: CC1=C(C=C(C=C1)C(=O)NC2=CC(=CC(=C2)C(F)(F)F)N3C=C(N=C3)C)NC4=NC=CC(=N4)C5=CN=CC=C5. Drug 2: C1C(C(OC1N2C=NC(=NC2=O)N)CO)O. Cell line: HCT-15. Synergy scores: CSS=4.36, Synergy_ZIP=-3.15, Synergy_Bliss=-3.34, Synergy_Loewe=-5.16, Synergy_HSA=-2.25. (3) Drug 1: CN(C(=O)NC(C=O)C(C(C(CO)O)O)O)N=O. Drug 2: CC1=C(C(=O)C2=C(C1=O)N3CC4C(C3(C2COC(=O)N)OC)N4)N. Cell line: IGROV1. Synergy scores: CSS=12.9, Synergy_ZIP=0.364, Synergy_Bliss=1.29, Synergy_Loewe=-18.0, Synergy_HSA=1.26. (4) Drug 1: CCC1(CC2CC(C3=C(CCN(C2)C1)C4=CC=CC=C4N3)(C5=C(C=C6C(=C5)C78CCN9C7C(C=CC9)(C(C(C8N6C)(C(=O)OC)O)OC(=O)C)CC)OC)C(=O)OC)O.OS(=O)(=O)O. Drug 2: CC1C(C(CC(O1)OC2CC(CC3=C2C(=C4C(=C3O)C(=O)C5=CC=CC=C5C4=O)O)(C(=O)C)O)N)O. Cell line: PC-3. Synergy scores: CSS=59.6, Synergy_ZIP=-11.5, Synergy_Bliss=-9.81, Synergy_Loewe=-5.37, Synergy_HSA=-3.73.